This data is from Forward reaction prediction with 1.9M reactions from USPTO patents (1976-2016). The task is: Predict the product of the given reaction. Given the reactants C(OC([N:8](C(OC(C)(C)C)=O)[C:9]1[C:10]([C:16]2[O:20][N:19]=[C:18]([C:21]3[CH:26]=[CH:25][C:24]([CH2:27][N:28](C)[C:29](=O)OC(C)(C)C)=[CH:23][C:22]=3[F:37])[CH:17]=2)=[N:11][C:12]([Br:15])=[CH:13][N:14]=1)=O)(C)(C)C, predict the reaction product. The product is: [Br:15][C:12]1[N:11]=[C:10]([C:16]2[O:20][N:19]=[C:18]([C:21]3[CH:26]=[CH:25][C:24]([CH2:27][NH:28][CH3:29])=[CH:23][C:22]=3[F:37])[CH:17]=2)[C:9]([NH2:8])=[N:14][CH:13]=1.